The task is: Predict the product of the given reaction.. This data is from Forward reaction prediction with 1.9M reactions from USPTO patents (1976-2016). The product is: [CH3:1][O:2][C:3]1[CH:4]=[C:5]2[C:10](=[CH:11][CH:12]=1)[CH2:9][CH:8]([O:13][Si:23]([CH3:25])([CH3:24])[CH3:22])[CH2:7][CH2:6]2. Given the reactants [CH3:1][O:2][C:3]1[CH:4]=[C:5]2[C:10](=[CH:11][CH:12]=1)[CH2:9][C:8](=[O:13])[CH2:7][CH2:6]2.[Li+].CC([N-]C(C)C)C.[CH3:22][Si:23](Cl)([CH3:25])[CH3:24], predict the reaction product.